Predict the reaction yield, written as a fraction of the theoretical maximum amount of product (1.0 means a 100% yield; for example, 0.34 means a 34% yield). From a dataset of Reaction yield outcomes from USPTO patents with 853,638 reactions. (1) The reactants are [NH2:1][CH:2]1[CH2:6][N:5]([C:7]2[CH:8]=[CH:9][C:10]3[O:11][CH2:12][C:13](=[O:17])[NH:14][C:15]=3[N:16]=2)[C:4](=[O:18])[CH2:3]1.[CH3:19][O:20][C:21]1[CH:30]=[C:29]2[C:24]([N:25]=[CH:26][C:27](=[O:36])[N:28]2[CH2:31][CH2:32][CH2:33][CH:34]=O)=[CH:23][CH:22]=1.S([O-])([O-])(=O)=O.[Na+].[Na+].C(O[BH-](OC(=O)C)OC(=O)C)(=O)C.[Na+].C(=O)([O-])O.[Na+]. The catalyst is CN(C)C=O.ClCCl. The product is [CH3:19][O:20][C:21]1[CH:30]=[C:29]2[C:24]([N:25]=[CH:26][C:27](=[O:36])[N:28]2[CH2:31][CH2:32][CH2:33][CH2:34][NH:1][CH:2]2[CH2:6][N:5]([C:7]3[CH:8]=[CH:9][C:10]4[O:11][CH2:12][C:13](=[O:17])[NH:14][C:15]=4[N:16]=3)[C:4](=[O:18])[CH2:3]2)=[CH:23][CH:22]=1. The yield is 0.760. (2) The reactants are C([O:3][C:4]([CH:6]1[CH2:11][CH2:10][N:9]([C:12]([O:14][C:15]([CH3:18])([CH3:17])[CH3:16])=[O:13])[CH2:8][C:7]1=O)=O)C.[O-]CC.[Na+].Cl.[CH:25]([NH2:27])=[NH:26]. The catalyst is CCO. The product is [C:15]([O:14][C:12]([N:9]1[CH2:10][CH2:11][C:6]2[C:4]([OH:3])=[N:27][CH:25]=[N:26][C:7]=2[CH2:8]1)=[O:13])([CH3:18])([CH3:17])[CH3:16]. The yield is 0.420. (3) The reactants are [C:1]1([N:7]2[C:19]3[CH:18]=[CH:17][CH:16]=[CH:15][C:14]=3[C:13]3[C:8]2=[CH:9][CH:10]=[CH:11][CH:12]=3)[CH:6]=[CH:5][CH:4]=[CH:3][CH:2]=1.[Br:20]N1C(=O)CCC1=O. The catalyst is C(O)(=O)C.CO. The product is [Br:20][C:16]1[CH:17]=[CH:18][C:19]2[N:7]([C:1]3[CH:2]=[CH:3][CH:4]=[CH:5][CH:6]=3)[C:8]3[C:13]([C:14]=2[CH:15]=1)=[CH:12][CH:11]=[CH:10][CH:9]=3. The yield is 0.880. (4) The reactants are [CH:1]([C:4]1[N:5]=[C:6]([C:9]2[CH:18]=[C:17](O)[C:16]3[C:11](=[C:12]([CH3:22])[C:13]([O:20][CH3:21])=[CH:14][CH:15]=3)[N:10]=2)[S:7][CH:8]=1)([CH3:3])[CH3:2].[OH-].[Na+].O=P(Cl)(Cl)[Cl:27]. No catalyst specified. The product is [Cl:27][C:17]1[C:16]2[C:11](=[C:12]([CH3:22])[C:13]([O:20][CH3:21])=[CH:14][CH:15]=2)[N:10]=[C:9]([C:6]2[S:7][CH:8]=[C:4]([CH:1]([CH3:3])[CH3:2])[N:5]=2)[CH:18]=1. The yield is 0.960. (5) The reactants are [CH:1]1[CH:2]=[CH:3][C:4](P([C:1]2[C:6]([C:1]3[C:6](P([C:1]4[CH:6]=[CH:5][CH:4]=[CH:3][CH:2]=4)[C:1]4[CH:6]=[CH:5][CH:4]=[CH:3][CH:2]=4)=[CH:5][CH:4]=[C:3]4[C:2]=3C=CC=C4)=[C:5]3[C:4](C=CC=C3)=[CH:3][CH:2]=2)[C:1]2[CH:6]=[CH:5][CH:4]=[CH:3][CH:2]=2)=[CH:5][CH:6]=1.C(=O)([O-])[O-].[Cs+].[Cs+].[NH2:53][C:54]1[CH:63]=[C:62]2[C:57]([CH2:58][CH2:59][N:60]([C:65]3[CH:66]=[N:67][CH:68]=[CH:69][C:70]=3[CH3:71])[C:61]2=[O:64])=[CH:56][CH:55]=1.IC1C=NC=CC=1C. The catalyst is C1(C)C=CC=CC=1.C([O-])(=O)C.[Pd+2].C([O-])(=O)C.C(OC(=O)C)C. The product is [CH3:71][C:70]1[CH:69]=[CH:68][N:67]=[CH:66][C:65]=1[N:60]1[CH2:59][CH2:58][C:57]2[C:62](=[CH:63][C:54]([NH:53][C:1]3[CH:2]=[CH:3][CH:4]=[CH:5][CH:6]=3)=[CH:55][CH:56]=2)[C:61]1=[O:64]. The yield is 0.154. (6) The reactants are [C:1]1([C:27]2[CH:32]=[CH:31][CH:30]=[CH:29][CH:28]=2)[CH:6]=[CH:5][CH:4]=[CH:3][C:2]=1[C:7]1[CH:8]=[CH:9][C:10]2[N:11]([C:21]3[CH:26]=[CH:25][CH:24]=[CH:23][CH:22]=3)[C:12]3[C:17]([C:18]=2[CH:19]=1)=[CH:16][C:15]([Br:20])=[CH:14][CH:13]=3.CO. The catalyst is ClCCl.[Fe](Cl)(Cl)Cl. The product is [Br:20][C:15]1[CH:14]=[CH:13][C:12]2[N:11]([C:21]3[CH:26]=[CH:25][CH:24]=[CH:23][CH:22]=3)[C:10]3[CH:9]=[C:8]4[C:32]5[C:27]([C:1]6[CH:6]=[CH:5][CH:4]=[CH:3][C:2]=6[C:7]4=[CH:19][C:18]=3[C:17]=2[CH:16]=1)=[CH:28][CH:29]=[CH:30][CH:31]=5. The yield is 0.730.